From a dataset of Reaction yield outcomes from USPTO patents with 853,638 reactions. Predict the reaction yield, written as a fraction of the theoretical maximum amount of product (1.0 means a 100% yield; for example, 0.34 means a 34% yield). (1) No catalyst specified. The product is [F:12][C:13]1[CH:19]=[CH:18][C:16]([NH:17][C:9](=[O:11])[CH2:8][C:4]2[CH:5]=[CH:6][CH:7]=[C:2]([OH:1])[CH:3]=2)=[CH:15][CH:14]=1. The yield is 0.890. The reactants are [OH:1][C:2]1[CH:3]=[C:4]([CH2:8][C:9]([OH:11])=O)[CH:5]=[CH:6][CH:7]=1.[F:12][C:13]1[CH:19]=[CH:18][C:16]([NH2:17])=[CH:15][CH:14]=1. (2) The yield is 0.670. The product is [C:10]([C:9]1[N:4]([CH:1]2[CH2:3][CH2:2]2)[C:5]([CH3:6])=[N:7][CH:13]=1)(=[O:12])[CH3:11]. The reactants are [CH:1]1([NH:4][C:5](=[NH:7])[CH3:6])[CH2:3][CH2:2]1.Br[C:9](=[CH:13]OC)[C:10](=[O:12])[CH3:11].C(N(CC)CC)C.S(=O)(=O)(O)O. The catalyst is C(O)(C)C. (3) The reactants are [CH3:1][Si:2]([CH3:17])([CH3:16])[CH2:3][CH2:4][O:5][CH2:6][N:7]1[C:15]2[C:10](=[CH:11][CH:12]=[CH:13][CH:14]=2)[CH:9]=[CH:8]1.C([Li])CCC.[C:23]([O:27][C:28]([N:30]1[CH2:35][CH2:34][CH2:33][CH2:32][CH:31]1[C:36](=[O:41])N(OC)C)=[O:29])([CH3:26])([CH3:25])[CH3:24].[NH4+].[Cl-]. The catalyst is COCCOC. The product is [C:23]([O:27][C:28]([N:30]1[CH2:35][CH2:34][CH2:33][CH2:32][CH:31]1[C:36]([C:8]1[N:7]([CH2:6][O:5][CH2:4][CH2:3][Si:2]([CH3:17])([CH3:16])[CH3:1])[C:15]2[C:10]([CH:9]=1)=[CH:11][CH:12]=[CH:13][CH:14]=2)=[O:41])=[O:29])([CH3:26])([CH3:25])[CH3:24]. The yield is 0.370. (4) The reactants are CC1C=CC(S(O[CH2:12][CH2:13][C:14]2[N:18]([C:19]3[N:24]=[CH:23][C:22]([F:25])=[CH:21][N:20]=3)[N:17]=[N:16][C:15]=2[C@H:26]([NH:28][C:29](=[O:41])[C:30]2[CH:35]=[CH:34][CH:33]=[C:32]([C:36]([F:39])([F:38])[F:37])[C:31]=2[Cl:40])[CH3:27])(=O)=O)=CC=1.[H-].[Na+]. The catalyst is C1COCC1. The product is [Cl:40][C:31]1[C:32]([C:36]([F:39])([F:37])[F:38])=[CH:33][CH:34]=[CH:35][C:30]=1[C:29]([N:28]1[CH2:12][CH2:13][C:14]2[N:18]([C:19]3[N:20]=[CH:21][C:22]([F:25])=[CH:23][N:24]=3)[N:17]=[N:16][C:15]=2[C@H:26]1[CH3:27])=[O:41]. The yield is 0.720. (5) The reactants are [CH3:1][S:2][C:3]1[C:4]([C:8]2[CH:9]=[N:10][CH:11]=[CH:12][CH:13]=2)=[N:5][NH:6][CH:7]=1.C(SSC[C:15]1[CH:20]=[CH:19][CH:18]=[CH:17][CH:16]=1)[C:15]1[CH:20]=[CH:19][CH:18]=[CH:17][CH:16]=1.IC1C(C2C=NC=CC=2)=NNC=1. The catalyst is C(OCC)(=O)C. The product is [CH2:1]([S:2][C:3]1[C:4]([C:8]2[CH:9]=[N:10][CH:11]=[CH:12][CH:13]=2)=[N:5][NH:6][CH:7]=1)[C:15]1[CH:20]=[CH:19][CH:18]=[CH:17][CH:16]=1. The yield is 0.330.